From a dataset of Full USPTO retrosynthesis dataset with 1.9M reactions from patents (1976-2016). Predict the reactants needed to synthesize the given product. (1) Given the product [CH3:1][O:2][C:3]([C:5]1([C:9]2[CH:14]=[CH:13][C:12]([NH:15][C:16]3[C:21]4[CH2:22][CH2:23][CH2:24][C:20]=4[N:19]=[C:18]([O:32][C:26]4[CH:31]=[CH:30][CH:29]=[CH:28][CH:27]=4)[N:17]=3)=[CH:11][CH:10]=2)[CH2:8][CH2:7][CH2:6]1)=[O:4], predict the reactants needed to synthesize it. The reactants are: [CH3:1][O:2][C:3]([C:5]1([C:9]2[CH:14]=[CH:13][C:12]([NH:15][C:16]3[C:21]4[CH2:22][CH2:23][CH2:24][C:20]=4[N:19]=[C:18](Cl)[N:17]=3)=[CH:11][CH:10]=2)[CH2:8][CH2:7][CH2:6]1)=[O:4].[C:26]1([OH:32])[CH:31]=[CH:30][CH:29]=[CH:28][CH:27]=1.C(=O)([O-])[O-].[Cs+].[Cs+]. (2) Given the product [CH3:1][Si:2]([CH3:19])([CH3:18])[CH2:3][CH2:4][O:5][CH2:6][N:7]1[C:11]2=[CH:12][N:13]=[CH:14][C:15]([CH2:16][NH:17][C:20](=[O:21])[O:22][C:23]([CH3:26])([CH3:25])[CH3:24])=[C:10]2[CH:9]=[CH:8]1, predict the reactants needed to synthesize it. The reactants are: [CH3:1][Si:2]([CH3:19])([CH3:18])[CH2:3][CH2:4][O:5][CH2:6][N:7]1[C:11]2=[CH:12][N:13]=[CH:14][C:15]([CH2:16][NH2:17])=[C:10]2[CH:9]=[CH:8]1.[C:20](O[C:20]([O:22][C:23]([CH3:26])([CH3:25])[CH3:24])=[O:21])([O:22][C:23]([CH3:26])([CH3:25])[CH3:24])=[O:21].